From a dataset of Full USPTO retrosynthesis dataset with 1.9M reactions from patents (1976-2016). Predict the reactants needed to synthesize the given product. Given the product [NH2:23][C:20]1[CH:21]=[CH:22][C:17]([O:16][C:3]2[C:2]([Br:1])=[CH:11][CH:10]=[C:9]3[C:4]=2[CH2:5][CH2:6][C@H:7]([CH3:15])[N:8]3[C:12](=[O:14])[CH3:13])=[C:18]([F:26])[CH:19]=1, predict the reactants needed to synthesize it. The reactants are: [Br:1][C:2]1[C:3]([O:16][C:17]2[CH:22]=[CH:21][C:20]([N+:23]([O-])=O)=[CH:19][C:18]=2[F:26])=[C:4]2[C:9](=[CH:10][CH:11]=1)[N:8]([C:12](=[O:14])[CH3:13])[C@@H:7]([CH3:15])[CH2:6][CH2:5]2.[Cl-].[NH4+].O1CCCC1.C(O)C.